From a dataset of Forward reaction prediction with 1.9M reactions from USPTO patents (1976-2016). Predict the product of the given reaction. Given the reactants [CH:1]1([N:4]2[C:13]3[C:8](=[C:9]([CH3:17])[C:10]([F:16])=[C:11](F)[C:12]=3[F:14])[C:7](=[O:18])[C:6]([C:19]([OH:21])=[O:20])=[CH:5]2)[CH2:3][CH2:2]1.[NH2:22][CH2:23][CH:24]1[CH:29]([OH:30])[CH2:28][CH2:27][NH:26][CH2:25]1, predict the reaction product. The product is: [CH:1]1([N:4]2[C:13]3[C:8](=[C:9]([CH3:17])[C:10]([F:16])=[C:11]([N:26]4[CH2:27][CH2:28][CH:29]([OH:30])[CH:24]([CH2:23][NH2:22])[CH2:25]4)[C:12]=3[F:14])[C:7](=[O:18])[C:6]([C:19]([OH:21])=[O:20])=[CH:5]2)[CH2:2][CH2:3]1.